Dataset: Blood-brain barrier permeability classification from the B3DB database. Task: Regression/Classification. Given a drug SMILES string, predict its absorption, distribution, metabolism, or excretion properties. Task type varies by dataset: regression for continuous measurements (e.g., permeability, clearance, half-life) or binary classification for categorical outcomes (e.g., BBB penetration, CYP inhibition). Dataset: b3db_classification. The compound is CC(C)C[C@H](N)C(=O)N[C@@H](CCCN)C(=O)N[C@H](C(=O)N[C@@H](CCCN)C(=O)N1CCC[C@H]1C(=O)N[C@@H](C=O)Cc1ccccc1)C(C)C. The result is 0 (does not penetrate BBB).